From a dataset of Experimentally validated miRNA-target interactions with 360,000+ pairs, plus equal number of negative samples. Binary Classification. Given a miRNA mature sequence and a target amino acid sequence, predict their likelihood of interaction. (1) The miRNA is hsa-miR-132-5p with sequence ACCGUGGCUUUCGAUUGUUACU. The protein sequence of the target gene is MSQHKFLFTSESVSEGHPDKMCDQISDAVLDAHLAQDPHAKVACETVTKTGMIMLCGEITSKAVVDYQVLVRNVIKKIGYDDSSKGFDYKTCNVLVALEQQSPEIAAGVHVDKDSDDVGAGDQGIMFGYATDETEEAMPLTLLLSHKLNRKLHELRRSGELEWVRPDSKTQVTIEYASEGGACVPLRVHTVVISTQHSPDISLDDLRKELIEKVIKAVIPANLIDDKTIYHLNPCGSFIIGGPMGDAGLTGRKIIVDTYGGWGAHGGGAFSGKDPTKVDRSAAYAARWVAKSLVKSGLCR.... Result: 0 (no interaction). (2) The miRNA is hsa-miR-208b-3p with sequence AUAAGACGAACAAAAGGUUUGU. The protein sequence of the target gene is MLRTRPRSPSADPAPCWSPQTPAPSPAKRRRLHQEPACPEPLAQPELEAPAEPTTSVVFLAAGSALQLPLDGVDLLLEPEPTSVLQVSLQGHTILLVPEGLQDSTHFGQPGFVAISPQGAAAQDGPQDHLVGLQEETFCEYFYQEDVCDEDADLEFLEHWASPPDDQANGNFSSIPGVPSPLSQDQVPGPSTGAEQYSPRFIWELDINMLGPFPGSPLQPLPPSPSRNPQEQLPPCPPCSPRAPRRARKRLVYE. Result: 0 (no interaction). (3) The miRNA is hsa-miR-6893-3p with sequence CCCUGCUGCCUUCACCUGCCAG. The protein sequence of the target gene is MGVLAAAARCLVRGADRMSKWTSKRGPRSFRGRKGRGAKGIGFLTSGWRFVQIKEMVPEFVVPDLTGFKLKPYVSYLAPESEETPLTAAQLFSEAVAPAIEKDFKDGTFDPDNLEKYGFEPTQEGKLFQLYPRNFLR. Result: 0 (no interaction). (4) The miRNA is hsa-miR-6798-5p with sequence CCAGGGGGAUGGGCGAGCUUGGG. The protein sequence of the target gene is MALFHIARYAGPEAAGQGDTDAEAGSRARVLLERLQNRARERQQREPELETTGTAGEGEAAAAGKRRRRPRRRRRVSGSATPNSEAPRAKRRKADKDVDAGRGEEAPEELSAGAEDPGANPQEDVQRPPAPGRVLGDFARRKTPKVQPFLPAWLAKPSCVKKSVTEDLTPIEDIPEVHPDLQKQLRANGITSYFPVQAAVIPALLESADHGFLIGRGGYQPSDLCVSAPTGSGKTLAFVIPVVQALLHRVVCHIRALVVLPTKELAQQVSKVFNIYTDTTPLRVALVTGQKSLAKEQESL.... Result: 0 (no interaction). (5) The miRNA is hsa-miR-3156-5p with sequence AAAGAUCUGGAAGUGGGAGACA. The protein sequence of the target gene is MEKTLETVPLERKKREKEQFRKLFIGGLSFETTEESLRNYYEQWGKLTDCVVMRDPASKRSRGFGFVTFSSMAEVDAAMAARPHSIDGRVVEPKRAVAREESGKPGAHVTVKKLFVGGIKEDTEEHHLRDYFEEYGKIDTIEIITDRQSGKKRGFGFVTFDDHDPVDKIVLQKYHTINGHNAEVRKALSRQEMQEVQSSRSGRGGNFGFGDSRGGGGNFGPGPGSNFRGGSDGYGSGRGFGDGYNGYGGGPGGGNFGGSPGYGGGRGGYGGGGPGYGNQGGGYGGGYDNYGGGNYGSGNY.... Result: 1 (interaction). (6) The miRNA is hsa-miR-548d-5p with sequence AAAAGUAAUUGUGGUUUUUGCC. The protein sequence of the target gene is MDLEEAEEFKERCTQCAAVSWGLTDEGKYYCTSCHNVTERYQEVTNTDLIPNTQIKALNRGLKKKNNTEKGWDWYVCEGFQYILYQQAEALKNLGVGPELKNDVLHNFWKRYLQKSKQAYCKNPVYTTGRKPTVLEDNLSHSDWASEPELLSDVSCPPFLESGAESQSDIHTRKPFPVSKASQSETSVCSGSLDGVEYSQRKEKGIVKMTMPQTLAFCYLSLLWQREAITLSDLLRFVEEDHIPYINAFQHFPEQMKLYGRDRGIFGIESWPDYEDIYKKTVEVGTFLDLPRFPDITEDC.... Result: 0 (no interaction). (7) The miRNA is mmu-miR-124-3p with sequence UAAGGCACGCGGUGAAUGCC. The protein sequence of the target gene is MQHPGPRLWLVLQVMIGSCTAISSMDLERPGDGKCQPVEIPMCKDIGYNTTRMPNLMGHENQREAAIQLHEFAPLVEYGCHSHLRFFLCSLYAPMCTEQVSTPIPACRVMCEQARLKCSPIMEQFKFRWPDSLDCSKLPNKNDPNYLCMEAPNNGSDEPSRGSGMFPPLFRPQRPHSAQEHPLKDGGPGRAGCDNPGKFHHVEKSESCAPLCTPGVDVYWSRDDKRFAVVWLAIWSVLCFFSSAFTVLTFLIDPSRFRYPERPIIFLSMCYCVYSVGYIIRLFAGAESIACDRDSGQLYV.... Result: 1 (interaction). (8) The miRNA is hsa-miR-548w with sequence AAAAGUAACUGCGGUUUUUGCCU. The protein sequence of the target gene is MSNRNNNKLPSNLPQLQNLIKRDPPAYIEEFLQQYNHYKSNVEIFKLQPNKPSKELAELVMFMAQISHCYPEYLSNFPQEVKDLLSCNHTVLDPDLRMTFCKALILLRNKNLINPSSLLELFFELFRCHDKLLRKTLYTHIVTDIKNINAKHKNNKVNVVLQNFMYTMLRDSNATAAKMSLDVMIELYRRNIWNDAKTVNVITTACFSKVTKILVAALTFFLGKDEDEKQDSDSESEDDGPTARDLLVQYATGKKSSKNKKKLEKAMKVLKKQKKKKKPEVFNFSAIHLIHDPQDFAEKL.... Result: 1 (interaction). (9) The miRNA is mmu-miR-1933-5p with sequence AGUCAUGGUGUUCGGUCUUAGUUU. The protein sequence of the target gene is MPNQGEDCYFFFYSTCTKGDSCPFRHCEAAIGNETVCTLWQEGRCFRQVCRFRHMEIDKKRSEIPCYWENQPTGCQKLNCAFHHNRGRYVDGLFLPPSKTVLPTVPESPEEEVKASQLSVQQNKLSVQSNPSPQLRSVMKVESSENVPSPTHPPVVINAADDDEDDDDQFSEEGDETKTPTLQPTPEVHNGLRVTSVRKPAVNIKQGECLNFGIKTLEEIKSKKMKEKSKKQGEGSSGVSSLLLHPEPVPGPEKENVRTVVRTVTLSTKQGEEPLVRLSLTERLGKRKFSAGGDSDPPLK.... Result: 0 (no interaction).